From a dataset of Forward reaction prediction with 1.9M reactions from USPTO patents (1976-2016). Predict the product of the given reaction. (1) Given the reactants C(O[CH:4]([O:28]CC)[CH2:5][CH2:6][NH:7][C:8](=[O:27])[C@H:9]([CH2:23][CH:24]([CH3:26])[CH3:25])[NH:10][C:11]([C:13]1[S:14][C:15](/[CH:20]=[CH:21]\[CH3:22])=[C:16]([CH:18]=C)[CH:17]=1)=[O:12])C.CC1C=CC(S(O)(=O)=O)=CC=1.O, predict the reaction product. The product is: [CH3:26][CH:24]([CH3:25])[CH2:23][C@H:9]([NH:10][C:11]([C:13]1[S:14][C:15]2[CH:20]=[CH:21][CH:22]=[CH:18][C:16]=2[CH:17]=1)=[O:12])[C:8]([NH:7][CH2:6][CH2:5][CH:4]=[O:28])=[O:27]. (2) Given the reactants [CH3:1][C:2]([C:4]1[CH:9]=[CH:8][C:7]([F:10])=[CH:6][C:5]=1[O:11][CH3:12])=O.[C:13]([CH2:15][C:16]([O:18][CH3:19])=[O:17])#[N:14].C(N)C1C=CC=CC=1.C(O)(=O)C, predict the reaction product. The product is: [CH3:19][O:18][C:16](=[O:17])[C:15]([C:13]#[N:14])=[C:2]([C:4]1[CH:9]=[CH:8][C:7]([F:10])=[CH:6][C:5]=1[O:11][CH3:12])[CH3:1]. (3) Given the reactants C(N(CC)CC)C.[CH:8]([C:10]1[C:18]2[C:13](=[CH:14][CH:15]=[C:16]([O:19][CH3:20])[CH:17]=2)[N:12](C(OC(C)(C)C)=O)[CH:11]=1)=[O:9].[CH:28](=[N:35][C:36]1[CH:41]=[CH:40][CH:39]=[C:38]([O:42][CH3:43])[CH:37]=1)[C:29]1[CH:34]=[CH:33][CH:32]=[CH:31][CH:30]=1, predict the reaction product. The product is: [CH3:20][O:19][C:16]1[CH:17]=[C:18]2[C:13](=[CH:14][CH:15]=1)[NH:12][CH:11]=[C:10]2[C:8](=[O:9])[CH:28]([NH:35][C:36]1[CH:41]=[CH:40][CH:39]=[C:38]([O:42][CH3:43])[CH:37]=1)[C:29]1[CH:30]=[CH:31][CH:32]=[CH:33][CH:34]=1. (4) Given the reactants C([O:5][C:6]([NH:8][C:9]1([C:13]2[CH:18]=[CH:17][C:16]([C:19]3[C:28]([C:29]4[CH:34]=[CH:33][CH:32]=[CH:31][CH:30]=4)=[CH:27][C:26]4[C:25](=O)[CH:24]([C:36](OC)=[O:37])[CH2:23][CH2:22][C:21]=4[N:20]=3)=[CH:15][CH:14]=2)[CH2:12][CH2:11][CH2:10]1)=O)(C)(C)C.[OH2:40].[NH2:41][NH2:42], predict the reaction product. The product is: [C:9]([O:40][C:6](=[O:5])[NH:8][C:9]1([C:13]2[CH:18]=[CH:17][C:16]([C:19]3[C:28]([C:29]4[CH:30]=[CH:31][CH:32]=[CH:33][CH:34]=4)=[CH:27][C:26]4[C:25]5=[N:41][NH:42][C:36]([OH:37])=[C:24]5[CH2:23][CH2:22][C:21]=4[N:20]=3)=[CH:15][CH:14]=2)[CH2:12][CH2:11][CH2:10]1)([CH3:13])([CH3:12])[CH3:10]. (5) Given the reactants [Cl:1][C:2]1[CH:27]=[C:26]([C:28]([NH:30][CH2:31][C:32]2[CH:37]=[CH:36][CH:35]=[C:34]([OH:38])[CH:33]=2)=[O:29])[CH:25]=[CH:24][C:3]=1[C:4]([NH:6][C@H:7]([C:21]([OH:23])=[O:22])[CH2:8][NH:9][C:10](=[O:20])[CH2:11][CH2:12][C:13]1[C:14]([CH3:19])=NO[C:17]=1[CH3:18])=[O:5].Cl[C:40]1C=C(C(NCC2C=CC=C(O)C=2)=O)C=CC=1C(N[C@H](C(O)=O)CNC(=O)CCN1CCCCC1)=O.ClC1C=C(C(NCC2C=CC=C(O)C=2)=O)C=CC=1C(N[C@H](C(O)=O)CC(=O)CC(C1C=CC=CC=1)C)=O.ClC1C=C(C(NCC2C=CC=C(O)C=2)=O)C=CC=1C(N[C@H](C(O)=O)CNC(=O)[C@@H](N1C=CC=C1)CC1CCCCC1)=O.ClC1C=C(C(NCC2C=CC=C(O)C=2)=O)C=CC=1C(N[C@H](C(O)=O)CNC(=O)C(C)(C)C)=O.ClC1C=C(C(NCC2C=CC=C(O)C=2)=O)C=CC=1C(N[C@H](C(O)=O)CNC(=O)C(C)C)=O.ClC1C=C(C(NCC2C=CC=C(O)C=2)=O)C=CC=1C(N[C@H](C(O)=O)CNC(=O)CC(C)C)=O, predict the reaction product. The product is: [Cl:1][C:2]1[CH:27]=[C:26]([C:28]([NH:30][CH2:31][C:32]2[CH:37]=[CH:36][CH:35]=[C:34]([OH:38])[CH:33]=2)=[O:29])[CH:25]=[CH:24][C:3]=1[C:4]([NH:6][C@H:7]([C:21]([OH:23])=[O:22])[CH2:8][NH:9][C:10](=[O:20])[CH2:11][CH2:12][C:13]1[CH:17]=[CH:18][CH:40]=[CH:19][CH:14]=1)=[O:5].